From a dataset of Forward reaction prediction with 1.9M reactions from USPTO patents (1976-2016). Predict the product of the given reaction. (1) Given the reactants [O:1]=[C:2]1[C:6]2([CH2:11][CH2:10][NH:9][CH2:8][CH2:7]2)[N:5]([C:12]2[CH:17]=[CH:16][CH:15]=[CH:14][CH:13]=2)[CH2:4][N:3]1[CH2:18][C:19]1[CH:20]=[C:21]([CH:26]=[CH:27][CH:28]=1)[C:22]([O:24][CH3:25])=[O:23].[F:29][C:30]1[CH:35]=[CH:34][C:33]([C:36](=[O:41])[CH2:37][CH2:38][CH2:39]I)=[CH:32][CH:31]=1.C(=O)([O-])[O-].[K+].[K+], predict the reaction product. The product is: [F:29][C:30]1[CH:31]=[CH:32][C:33]([C:36](=[O:41])[CH2:37][CH2:38][CH2:39][N:9]2[CH2:10][CH2:11][C:6]3([N:5]([C:12]4[CH:13]=[CH:14][CH:15]=[CH:16][CH:17]=4)[CH2:4][N:3]([CH2:18][C:19]4[CH:20]=[C:21]([CH:26]=[CH:27][CH:28]=4)[C:22]([O:24][CH3:25])=[O:23])[C:2]3=[O:1])[CH2:7][CH2:8]2)=[CH:34][CH:35]=1. (2) Given the reactants [NH2:1][C:2]1[CH:10]=[CH:9][C:5]([C:6]([NH2:8])=[O:7])=[CH:4][C:3]=1[C:11]([NH2:13])=[O:12].[C:14]1([CH3:24])[CH:19]=[CH:18][C:17]([S:20](Cl)(=[O:22])=[O:21])=[CH:16][CH:15]=1.O, predict the reaction product. The product is: [C:11]([C:3]1[CH:4]=[C:5]([C:6](=[O:7])[NH2:8])[CH:9]=[CH:10][C:2]=1[NH:1][S:20]([C:17]1[CH:18]=[CH:19][C:14]([CH3:24])=[CH:15][CH:16]=1)(=[O:22])=[O:21])(=[O:12])[NH2:13]. (3) The product is: [C:5]1([C@@H:11]2[CH2:16][CH2:15][C@H:14]([NH2:4])[CH2:13][CH2:12]2)[CH:10]=[CH:9][CH:8]=[CH:7][CH:6]=1. Given the reactants C([O-])=O.[NH4+:4].[C:5]1([CH:11]2[CH2:16][CH2:15][C:14](=O)[CH2:13][CH2:12]2)[CH:10]=[CH:9][CH:8]=[CH:7][CH:6]=1.C(O)(=O)C, predict the reaction product.